This data is from Full USPTO retrosynthesis dataset with 1.9M reactions from patents (1976-2016). The task is: Predict the reactants needed to synthesize the given product. (1) Given the product [CH3:1][O:2][C:3]([C:5]1[CH:14]=[C:13]([O:15][CH2:16][C:17]([OH:19])=[O:18])[C:12]2[C:7](=[CH:8][C:9]([Cl:25])=[CH:10][C:11]=2[Cl:24])[CH:6]=1)=[O:4], predict the reactants needed to synthesize it. The reactants are: [CH3:1][O:2][C:3]([C:5]1[CH:14]=[C:13]([O:15][CH2:16][C:17]([O:19]C(C)(C)C)=[O:18])[C:12]2[C:7](=[CH:8][C:9]([Cl:25])=[CH:10][C:11]=2[Cl:24])[CH:6]=1)=[O:4].C(O)(C(F)(F)F)=O.C(Cl)(Cl)Cl. (2) Given the product [F:1][C:2]1[CH:7]=[CH:6][N:5]=[C:4]([NH:8][C:9](=[O:15])[O:10][C:11]([CH3:12])([CH3:14])[CH3:13])[C:3]=1[CH:24]=[O:25], predict the reactants needed to synthesize it. The reactants are: [F:1][C:2]1[CH:7]=[CH:6][N:5]=[C:4]([NH:8][C:9](=[O:15])[O:10][C:11]([CH3:14])([CH3:13])[CH3:12])[CH:3]=1.C([Li])CCC.CN([CH:24]=[O:25])C.